From a dataset of Forward reaction prediction with 1.9M reactions from USPTO patents (1976-2016). Predict the product of the given reaction. (1) The product is: [S:16]([NH:1][C:2]1[CH:9]=[CH:8][CH:7]=[C:6]([O:10][CH2:11][CH2:12][CH2:13][S:14][CH3:15])[C:3]=1[C:4]#[N:5])(=[O:19])(=[O:18])[NH2:17]. Given the reactants [NH2:1][C:2]1[CH:9]=[CH:8][CH:7]=[C:6]([O:10][CH2:11][CH2:12][CH2:13][S:14][CH3:15])[C:3]=1[C:4]#[N:5].[S:16](Cl)(=[O:19])(=[O:18])[NH2:17], predict the reaction product. (2) Given the reactants [F:1][C:2]1[CH:3]=[CH:4][CH:5]=[C:6]2[C:10]=1[NH:9][C:8](=[O:11])[C:7]2=[O:12].[N+:13]([CH3:16])([O-:15])=[O:14], predict the reaction product. The product is: [F:1][C:2]1[CH:3]=[CH:4][CH:5]=[C:6]2[C:10]=1[NH:9][C:8](=[O:11])[C:7]2([OH:12])[CH2:16][N+:13]([O-:15])=[O:14]. (3) Given the reactants C1(P(C2C=CC=CC=2)C2C=CC=CC=2)C=CC=CC=1.[I:20]I.N1C=CN=C1.[Br:27][C:28]1[CH:29]=[CH:30][C:31]([CH2:36][CH2:37][C:38]2[CH:43]=[CH:42][CH:41]=[C:40]([O:44][CH3:45])[C:39]=2[CH3:46])=[C:32]([CH2:34]O)[CH:33]=1, predict the reaction product. The product is: [Br:27][C:28]1[CH:29]=[CH:30][C:31]([CH2:36][CH2:37][C:38]2[CH:43]=[CH:42][CH:41]=[C:40]([O:44][CH3:45])[C:39]=2[CH3:46])=[C:32]([CH2:34][I:20])[CH:33]=1. (4) Given the reactants [Cl:1][C:2]1[C:3]([C:26]([F:29])([F:28])[F:27])=[N:4][N:5]([CH2:8][C:9]([CH:11]2[CH2:16][CH2:15][N:14]([C:17]3[CH:22]=[C:21]([OH:23])[C:20]([Cl:24])=[CH:19][C:18]=3[Cl:25])[CH2:13][CH2:12]2)=[O:10])[C:6]=1[CH3:7].I[CH:31]([CH3:33])[CH3:32].C(=O)([O-])[O-].[Cs+].[Cs+], predict the reaction product. The product is: [Cl:1][C:2]1[C:3]([C:26]([F:29])([F:28])[F:27])=[N:4][N:5]([CH2:8][C:9]([CH:11]2[CH2:16][CH2:15][N:14]([C:17]3[CH:22]=[C:21]([O:23][CH:31]([CH3:33])[CH3:32])[C:20]([Cl:24])=[CH:19][C:18]=3[Cl:25])[CH2:13][CH2:12]2)=[O:10])[C:6]=1[CH3:7]. (5) Given the reactants [CH:1]([C@@H:4]1[C:8](=[O:9])[O:7][C:6](/[CH:10]=[C:11](\[CH3:28])/[CH2:12][CH2:13]/[CH:14]=[C:15](\[CH3:27])/[CH2:16][CH2:17]/[CH:18]=[C:19](\[CH3:26])/[CH2:20][CH2:21][CH:22]=[C:23]([CH3:25])[CH3:24])=[N:5]1)([CH3:3])[CH3:2].C(C/C(/C)=C/CC/C(/C)=C/CC(Cl)=O)/C=C(/CCC=C(C)C)\C, predict the reaction product. The product is: [CH:1]([C@H:4]1[C:8](=[O:9])[O:7][C:6](/[CH:10]=[C:11](\[CH3:28])/[CH2:12][CH2:13]/[CH:14]=[C:15](\[CH3:27])/[CH2:16][CH2:17]/[CH:18]=[C:19](\[CH3:26])/[CH2:20][CH2:21][CH:22]=[C:23]([CH3:25])[CH3:24])=[N:5]1)([CH3:3])[CH3:2]. (6) Given the reactants Br[C:2]1[CH:3]=[C:4]2[C:10]([C:11]3[CH:12]=[C:13]([CH:27]=[C:28]([O:30][CH:31]([CH3:33])[CH3:32])[CH:29]=3)[CH2:14][NH:15][C:16]3[N:26]=[CH:25][CH:24]=[CH:23][C:17]=3[C:18]([O:20][CH2:21][CH3:22])=[O:19])=[CH:9][N:8]([S:34]([C:37]3[CH:42]=[CH:41][CH:40]=[CH:39][CH:38]=3)(=[O:36])=[O:35])[C:5]2=[N:6][CH:7]=1.[NH:43]1[C:47](B(O)O)=[CH:46][CH:45]=[N:44]1.C([O-])([O-])=O.[Na+].[Na+].O, predict the reaction product. The product is: [CH:31]([O:30][C:28]1[CH:27]=[C:13]([CH:12]=[C:11]([C:10]2[C:4]3[C:5](=[N:6][CH:7]=[C:2]([C:45]4[NH:44][N:43]=[CH:47][CH:46]=4)[CH:3]=3)[N:8]([S:34]([C:37]3[CH:38]=[CH:39][CH:40]=[CH:41][CH:42]=3)(=[O:35])=[O:36])[CH:9]=2)[CH:29]=1)[CH2:14][NH:15][C:16]1[N:26]=[CH:25][CH:24]=[CH:23][C:17]=1[C:18]([O:20][CH2:21][CH3:22])=[O:19])([CH3:33])[CH3:32]. (7) The product is: [F:27][C:9]([F:8])([F:26])[C:10]1[CH:11]=[CH:12][C:13]([S:16]([O:19][CH:20]2[CH2:25][CH2:24][N:23]([S:32]([C:28]([CH3:31])([CH3:30])[CH3:29])(=[O:33])=[O:4])[CH2:22][CH2:21]2)(=[O:18])=[O:17])=[CH:14][CH:15]=1. Given the reactants FC(F)(F)C([O-])=[O:4].[F:8][C:9]([F:27])([F:26])[C:10]1[CH:15]=[CH:14][C:13]([S:16]([O:19][CH:20]2[CH2:25][CH2:24][NH:23][CH2:22][CH2:21]2)(=[O:18])=[O:17])=[CH:12][CH:11]=1.[C:28]([S:32](Cl)=[O:33])([CH3:31])([CH3:30])[CH3:29].C(N(CC)CC)C.ClC1C=CC=C(C(OO)=O)C=1, predict the reaction product. (8) Given the reactants C(OC([N:8]1[CH2:17][CH2:16][C:15]2[C:10](=[CH:11][CH:12]=[CH:13][C:14]=2[CH2:18][NH:19][C:20]([N:22]([CH2:34][CH2:35][N:36]([CH3:38])[CH3:37])[CH2:23][C:24]2[CH:29]=[CH:28][CH:27]=[CH:26][C:25]=2[C:30]([F:33])([F:32])[F:31])=[O:21])[CH2:9]1)=O)(C)(C)C.C(O)(C(F)(F)F)=O.O.C([O-])(O)=O.[Na+], predict the reaction product. The product is: [CH3:37][N:36]([CH3:38])[CH2:35][CH2:34][N:22]([CH2:23][C:24]1[CH:29]=[CH:28][CH:27]=[CH:26][C:25]=1[C:30]([F:33])([F:31])[F:32])[C:20]([NH:19][CH2:18][C:14]1[CH:13]=[CH:12][CH:11]=[C:10]2[C:15]=1[CH2:16][CH2:17][NH:8][CH2:9]2)=[O:21]. (9) Given the reactants [NH2:1][C@@H:2]1[CH2:11][CH2:10][CH2:9][C:8]2[CH:7]=[C:6]([O:12][S:13]([C:16]([F:19])([F:18])[F:17])(=[O:15])=[O:14])[CH:5]=[CH:4][C:3]1=2.CCN(CC)CC.[C:27](=O)([O:33]C(C)(C)C)[O:28][C:29]([CH3:32])([CH3:31])[CH3:30], predict the reaction product. The product is: [C:29]([O:28][C:27]([NH:1][C@@H:2]1[CH2:11][CH2:10][CH2:9][C:8]2[CH:7]=[C:6]([O:12][S:13]([C:16]([F:19])([F:17])[F:18])(=[O:15])=[O:14])[CH:5]=[CH:4][C:3]1=2)=[O:33])([CH3:32])([CH3:31])[CH3:30].